This data is from Human liver microsome stability data. The task is: Regression/Classification. Given a drug SMILES string, predict its absorption, distribution, metabolism, or excretion properties. Task type varies by dataset: regression for continuous measurements (e.g., permeability, clearance, half-life) or binary classification for categorical outcomes (e.g., BBB penetration, CYP inhibition). Dataset: hlm. The molecule is N#Cc1cccc(N2CCN(CCCCNC(=O)c3ccc(-c4ccsc4)cc3)CC2)c1. The result is 0 (unstable in human liver microsomes).